The task is: Regression. Given a peptide amino acid sequence and an MHC pseudo amino acid sequence, predict their binding affinity value. This is MHC class II binding data.. This data is from Peptide-MHC class II binding affinity with 134,281 pairs from IEDB. (1) The peptide sequence is TALKKAITAMSEAQK. The MHC is HLA-DPA10301-DPB10402 with pseudo-sequence HLA-DPA10301-DPB10402. The binding affinity (normalized) is 0.0974. (2) The peptide sequence is GELQIVDDIDAAFKI. The MHC is DRB1_1101 with pseudo-sequence DRB1_1101. The binding affinity (normalized) is 0.193. (3) The peptide sequence is GFKAALAAAAGVPPADKYRT. The MHC is HLA-DQA10501-DQB10201 with pseudo-sequence HLA-DQA10501-DQB10201. The binding affinity (normalized) is 0.356. (4) The peptide sequence is VAAFTEALRIIAGVL. The MHC is DRB1_0101 with pseudo-sequence DRB1_0101. The binding affinity (normalized) is 0.623. (5) The binding affinity (normalized) is 0.135. The peptide sequence is TSKLDAAYKLAYKTA. The MHC is HLA-DQA10401-DQB10402 with pseudo-sequence HLA-DQA10401-DQB10402. (6) The peptide sequence is EKKYFAVTQFEPLAA. The MHC is DRB1_0101 with pseudo-sequence DRB1_0101. The binding affinity (normalized) is 0.626.